From a dataset of Peptide-MHC class I binding affinity with 185,985 pairs from IEDB/IMGT. Regression. Given a peptide amino acid sequence and an MHC pseudo amino acid sequence, predict their binding affinity value. This is MHC class I binding data. (1) The peptide sequence is DLLNVTYNI. The MHC is HLA-A02:01 with pseudo-sequence HLA-A02:01. The binding affinity (normalized) is 0.384. (2) The peptide sequence is TTILGLLPM. The MHC is HLA-B38:01 with pseudo-sequence HLA-B38:01. The binding affinity (normalized) is 0.0847. (3) The peptide sequence is IMYDHLPGF. The MHC is HLA-B18:01 with pseudo-sequence HLA-B18:01. The binding affinity (normalized) is 0.0847. (4) The peptide sequence is RVRNIIASI. The MHC is HLA-A32:01 with pseudo-sequence HLA-A32:01. The binding affinity (normalized) is 0.996. (5) The peptide sequence is RYGFVANFS. The MHC is HLA-A01:01 with pseudo-sequence HLA-A01:01. The binding affinity (normalized) is 0.0710. (6) The peptide sequence is KFYGPFVDR. The MHC is HLA-A68:02 with pseudo-sequence HLA-A68:02. The binding affinity (normalized) is 0.00438. (7) The peptide sequence is KPNELSLAL. The MHC is HLA-B51:01 with pseudo-sequence HLA-B51:01. The binding affinity (normalized) is 0.519. (8) The peptide sequence is KFNPMKTYI. The MHC is H-2-Kd with pseudo-sequence H-2-Kd. The binding affinity (normalized) is 1.00.